Task: Predict the reactants needed to synthesize the given product.. Dataset: Full USPTO retrosynthesis dataset with 1.9M reactions from patents (1976-2016) Given the product [Br:13][C:14]1[CH:19]=[CH:18][C:17]([C:20](=[O:25])[CH2:21][CH2:7][CH2:6][N:8]([CH2:11][CH3:12])[CH2:9][CH3:10])=[CH:16][CH:15]=1, predict the reactants needed to synthesize it. The reactants are: C(NCC)C.[CH2:6]([N:8]([CH2:11][CH3:12])[CH2:9][CH3:10])[CH3:7].[Br:13][C:14]1[CH:19]=[CH:18][C:17]([C:20](=[O:25])[CH2:21]CCCl)=[CH:16][CH:15]=1.O.